This data is from Forward reaction prediction with 1.9M reactions from USPTO patents (1976-2016). The task is: Predict the product of the given reaction. (1) Given the reactants [NH:1]1[C:9]2[C:4](=[CH:5][CH:6]=[CH:7][CH:8]=2)[C:3]([C:10]([O:12][CH2:13][CH3:14])=[O:11])=[N:2]1.Br[CH2:16][CH2:17][CH2:18][O:19][CH3:20], predict the reaction product. The product is: [CH3:20][O:19][CH2:18][CH2:17][CH2:16][N:1]1[C:9]2[C:4](=[CH:5][CH:6]=[CH:7][CH:8]=2)[C:3]([C:10]([O:12][CH2:13][CH3:14])=[O:11])=[N:2]1. (2) Given the reactants [Cl:1][C:2]1[CH:7]=[CH:6][C:5](B2OC(C)(C)C(C)(C)O2)=[CH:4][C:3]=1[S:17]([NH:20][CH:21]1[CH2:26][CH2:25][CH:24]([OH:27])[CH2:23][CH2:22]1)(=[O:19])=[O:18].Br[C:29]1[C:30]([CH3:36])=[N:31][C:32]([NH2:35])=[N:33][CH:34]=1.C(Cl)Cl, predict the reaction product. The product is: [NH2:35][C:32]1[N:31]=[C:30]([CH3:36])[C:29]([C:5]2[CH:6]=[CH:7][C:2]([Cl:1])=[C:3]([S:17]([NH:20][CH:21]3[CH2:22][CH2:23][CH:24]([OH:27])[CH2:25][CH2:26]3)(=[O:18])=[O:19])[CH:4]=2)=[CH:34][N:33]=1.